From a dataset of Catalyst prediction with 721,799 reactions and 888 catalyst types from USPTO. Predict which catalyst facilitates the given reaction. Reactant: Cl[C:2]1[C:3]2[C:7]([CH:8]=[CH:9][CH:10]=1)=[N:6][N:5]1[C:11]([CH:16]3[CH2:21][CH2:20][N:19]([C:22]([O:24][C:25]([CH3:28])([CH3:27])[CH3:26])=[O:23])[CH2:18][CH2:17]3)=[CH:12][C:13](=[O:15])[NH:14][C:4]=21.[CH:29]1(P([CH:29]2[CH2:34]CC[CH2:31][CH2:30]2)C2C=CC=CC=2C2C(N(C)C)=CC=CC=2N(C)C)[CH2:34]CC[CH2:31][CH2:30]1.[Cl-].[Li+].[Br-].C([Zn+])(C)C. Product: [CH:29]([C:2]1[C:3]2[C:7]([CH:8]=[CH:9][CH:10]=1)=[N:6][N:5]1[C:11]([CH:16]3[CH2:17][CH2:18][N:19]([C:22]([O:24][C:25]([CH3:28])([CH3:26])[CH3:27])=[O:23])[CH2:20][CH2:21]3)=[CH:12][C:13](=[O:15])[NH:14][C:4]=21)([CH2:30][CH3:31])[CH3:34]. The catalyst class is: 7.